Dataset: Full USPTO retrosynthesis dataset with 1.9M reactions from patents (1976-2016). Task: Predict the reactants needed to synthesize the given product. Given the product [CH3:1][C@@:2]12[CH2:24][CH2:23][C@:22]3([CH3:25])[C:8](=[CH:9][C:10]([C@H:12]4[C@@:21]3([CH3:26])[CH2:20][CH2:19][C@@H:18]3[C@:13]4([CH3:54])[CH2:14][CH2:15][C@H:16]([O:29][C@H:30]4[O:35][C@H:34]([C:36]([OH:38])=[O:37])[C@@H:33]([OH:39])[C@H:32]([OH:40])[C@H:31]4[O:41][C@@H:42]4[O:47][C@H:46]([C:48]([OH:50])=[O:49])[C@@H:45]([OH:51])[C@H:44]([OH:52])[C@H:43]4[OH:53])[C:17]3([CH3:27])[CH3:28])=[O:11])[C@@H:7]1[CH2:6][C@:5]([C:56]([OH:58])=[O:57])([CH3:55])[CH2:4][CH2:3]2.[CH2:59]([NH2:62])[CH2:60][NH2:61], predict the reactants needed to synthesize it. The reactants are: [CH3:1][C@@:2]12[CH2:24][CH2:23][C@:22]3([CH3:25])[C:8](=[CH:9][C:10]([C@H:12]4[C@@:21]3([CH3:26])[CH2:20][CH2:19][C@@H:18]3[C@:13]4([CH3:54])[CH2:14][CH2:15][C@H:16]([O:29][C@H:30]4[O:35][C@H:34]([C:36]([OH:38])=[O:37])[C@@H:33]([OH:39])[C@H:32]([OH:40])[C@H:31]4[O:41][C@@H:42]4[O:47][C@H:46]([C:48]([OH:50])=[O:49])[C@@H:45]([OH:51])[C@H:44]([OH:52])[C@H:43]4[OH:53])[C:17]3([CH3:28])[CH3:27])=[O:11])[C@@H:7]1[CH2:6][C@:5]([C:56]([OH:58])=[O:57])([CH3:55])[CH2:4][CH2:3]2.[CH2:59]([NH2:62])[CH2:60][NH2:61].C1(N=C=NC2CCCCC2)CCCCC1.